Dataset: Catalyst prediction with 721,799 reactions and 888 catalyst types from USPTO. Task: Predict which catalyst facilitates the given reaction. Reactant: [Br:1][C:2]1[C:3]([CH3:8])=[N:4][NH:5][C:6]=1[CH3:7].C([O-])([O-])=O.[Cs+].[Cs+].Cl[CH2:16][O:17][CH2:18][CH2:19][Si:20]([CH3:23])([CH3:22])[CH3:21]. Product: [Br:1][C:2]1[C:3]([CH3:8])=[N:4][N:5]([CH2:16][O:17][CH2:18][CH2:19][Si:20]([CH3:23])([CH3:22])[CH3:21])[C:6]=1[CH3:7]. The catalyst class is: 474.